Dataset: Catalyst prediction with 721,799 reactions and 888 catalyst types from USPTO. Task: Predict which catalyst facilitates the given reaction. (1) Reactant: [N+:1]([C:4]1[CH:9]=[CH:8][C:7](F)=[CH:6][CH:5]=1)([O-:3])=[O:2].[CH3:11][C:12]1[CH:13]=[C:14]([CH:16]=[CH:17][CH:18]=1)[NH2:15].[O-2].[Mg+2]. Product: [N+:1]([C:4]1[CH:9]=[CH:8][C:7]([NH:15][C:14]2[CH:13]=[C:12]([CH3:11])[CH:18]=[CH:17][CH:16]=2)=[CH:6][CH:5]=1)([O-:3])=[O:2]. The catalyst class is: 6. (2) Reactant: [F:1][C:2]1[C:11]2[O:10][CH2:9][C@H:8]3[C@@H:12](C(O)=O)[C@H:7]3[C:6]=2[C:5]([F:16])=[CH:4][CH:3]=1.C([N:19]([CH2:22]C)CC)C.[NH2:24][C:25]1[CH:30]=[CH:29][C:28]([I:31])=[CH:27][N:26]=1.C1C=CC(P(N=[N+]=[N-])(C2C=CC=CC=2)=[O:39])=CC=1. Product: [F:1][C:2]1[C:11]2[O:10][CH2:9][C@H:8]3[C@@H:12]([NH:19][C:22]([NH:24][C:25]4[CH:30]=[CH:29][C:28]([I:31])=[CH:27][N:26]=4)=[O:39])[C@H:7]3[C:6]=2[C:5]([F:16])=[CH:4][CH:3]=1. The catalyst class is: 11.